Task: Predict the reactants needed to synthesize the given product.. Dataset: Full USPTO retrosynthesis dataset with 1.9M reactions from patents (1976-2016) (1) The reactants are: [F:1][C:2]1[CH:3]=[C:4]([N:15]2[CH2:19][C@H:18]([CH2:20][NH:21][C:22](=[O:24])[CH3:23])[O:17][C:16]2=[O:25])[CH:5]=[CH:6][C:7]=1[N:8]1[CH2:13][CH2:12][C:11](=O)[CH2:10][CH2:9]1.[In].C(Br)C=C.[O:31]1CC[CH2:33][CH2:32]1.O. Given the product [F:1][C:2]1[CH:3]=[C:4]([N:15]2[CH2:19][C@H:18]([CH2:20][NH:21][C:22](=[O:24])[CH3:23])[O:17][C:16]2=[O:25])[CH:5]=[CH:6][C:7]=1[N:8]1[CH2:13][CH2:12][C:11](=[CH:33][CH:32]=[O:31])[CH2:10][CH2:9]1, predict the reactants needed to synthesize it. (2) Given the product [OH:2][CH2:1][C:3]1[CH:8]=[C:7]([N+:9]([O-:11])=[O:10])[CH:6]=[CH:5][C:4]=1[N:12]1[CH2:13][CH2:14][N:15]([C:18]([O:20][C:21]([CH3:24])([CH3:23])[CH3:22])=[O:19])[CH2:16][CH2:17]1, predict the reactants needed to synthesize it. The reactants are: [CH:1]([C:3]1[CH:8]=[C:7]([N+:9]([O-:11])=[O:10])[CH:6]=[CH:5][C:4]=1[N:12]1[CH2:17][CH2:16][N:15]([C:18]([O:20][C:21]([CH3:24])([CH3:23])[CH3:22])=[O:19])[CH2:14][CH2:13]1)=[O:2].[BH4-].[Na+]. (3) Given the product [Br:2][C:3]1[CH:4]=[C:5]2[C:9]([CH2:8][C:7]3([CH2:17][CH2:16][CH:15]([O:18][CH3:19])[CH2:14][CH2:13]3)[C:6]2=[NH:20])=[CH:10][C:11]=1[F:12], predict the reactants needed to synthesize it. The reactants are: Cl.[Br:2][C:3]1[CH:4]=[C:5]2[C:9](=[CH:10][C:11]=1[F:12])[CH2:8][C:7]1([CH2:17][CH2:16][CH:15]([O:18][CH3:19])[CH2:14][CH2:13]1)[C:6]2=[N:20]S(C(C)(C)C)=O.CCOCC. (4) Given the product [F:1][C:2]1[C:7]([B:18]([OH:23])[OH:19])=[CH:6][C:5]([CH:8]([C:10]2[CH:11]=[CH:12][C:13]([S:16][CH3:17])=[CH:14][CH:15]=2)[CH3:9])=[CH:4][N:3]=1, predict the reactants needed to synthesize it. The reactants are: [F:1][C:2]1[CH:7]=[CH:6][C:5]([CH:8]([C:10]2[CH:15]=[CH:14][C:13]([S:16][CH3:17])=[CH:12][CH:11]=2)[CH3:9])=[CH:4][N:3]=1.[B:18](OC(C)C)([O:23]C(C)C)[O:19]C(C)C.CC1(C)CCCC(C)(C)N1.C([Li])CCC. (5) Given the product [NH2:18][CH:17]([C:31]1[CH:30]=[CH:29][CH:28]=[C:27]([O:26][CH3:25])[CH:32]=1)[C:15]1[CH:14]=[CH:13][C:11]2[S:12][C:8]([C:6]3[CH:5]=[CH:4][N:3]=[C:2]([NH2:1])[N:7]=3)=[C:9]([CH3:19])[C:10]=2[CH:16]=1, predict the reactants needed to synthesize it. The reactants are: [NH2:1][C:2]1[N:7]=[C:6]([C:8]2[S:12][C:11]3[CH:13]=[CH:14][C:15]([C:17]#[N:18])=[CH:16][C:10]=3[C:9]=2[CH3:19])[CH:5]=[CH:4][N:3]=1.C1COCC1.[CH3:25][O:26][C:27]1[CH:28]=[C:29]([Mg]Br)[CH:30]=[CH:31][CH:32]=1.[BH4-].[Na+]. (6) Given the product [Cl:33][C:34]1[CH:41]=[CH:40][C:37]([CH2:38][N:11]([CH2:12][C:13]2[CH:32]=[CH:31][C:16]([O:17][C:18]3[CH:19]=[C:20]([CH:28]=[CH:29][CH:30]=3)[O:21][CH2:22][C:23]([O:25][CH2:26][CH3:27])=[O:24])=[CH:15][CH:14]=2)[C:3]2[CH:4]=[CH:5][CH:6]=[C:7]([N+:8]([O-:10])=[O:9])[C:2]=2[CH3:1])=[C:36]([F:42])[CH:35]=1, predict the reactants needed to synthesize it. The reactants are: [CH3:1][C:2]1[C:7]([N+:8]([O-:10])=[O:9])=[CH:6][CH:5]=[CH:4][C:3]=1[NH:11][CH2:12][C:13]1[CH:32]=[CH:31][C:16]([O:17][C:18]2[CH:19]=[C:20]([CH:28]=[CH:29][CH:30]=2)[O:21][CH2:22][C:23]([O:25][CH2:26][CH3:27])=[O:24])=[CH:15][CH:14]=1.[Cl:33][C:34]1[CH:41]=[CH:40][C:37]([CH2:38]Br)=[C:36]([F:42])[CH:35]=1. (7) Given the product [C:10]1([O:16][C:17](=[O:32])[NH:18][C:19]2[CH:24]=[CH:23][C:22]([C:30]#[N:31])=[CH:21][N:20]=2)[CH:11]=[CH:12][CH:13]=[CH:14][CH:15]=1, predict the reactants needed to synthesize it. The reactants are: NC1C=CC(C#N)=CN=1.[C:10]1([O:16][C:17](=[O:32])[NH:18][C:19]2[CH:24]=[C:23](OCCOC)[C:22]([C:30]#[N:31])=[CH:21][N:20]=2)[CH:15]=[CH:14][CH:13]=[CH:12][CH:11]=1. (8) Given the product [N:1]1[C:10]2[C:5](=[CH:6][CH:7]=[CH:8][CH:9]=2)[CH:4]=[CH:3][C:2]=1[C:11]1[CH:12]=[C:13]([CH:14]=[CH:15][CH:16]=1)[O:17][C:19]1[CH:24]=[CH:23][C:22]2[C:25]3[C:26](=[CH:27][CH:28]=[CH:29][CH:30]=3)[NH:31][C:21]=2[CH:20]=1, predict the reactants needed to synthesize it. The reactants are: [N:1]1[C:10]2[C:5](=[CH:6][CH:7]=[CH:8][CH:9]=2)[CH:4]=[CH:3][C:2]=1[C:11]1[CH:12]=[C:13]([OH:17])[CH:14]=[CH:15][CH:16]=1.I[C:19]1[CH:24]=[CH:23][C:22]([C:25]2[CH:30]=[CH:29][CH:28]=[CH:27][C:26]=2[N+:31]([O-])=O)=[CH:21][CH:20]=1.[O-]P([O-])([O-])=O.[K+].[K+].[K+]. (9) Given the product [O:14]=[C:13]1[C:15]2[C:5](=[CH:6][CH:18]=[CH:17][CH:16]=2)[O:4][C:2]([C:1]([O:8][CH2:9][CH3:10])=[O:7])=[CH:12]1, predict the reactants needed to synthesize it. The reactants are: [C:1]([O:8][CH2:9][CH3:10])(=[O:7])[C:2]([O:4][CH2:5][CH3:6])=O.O[CH2:12][C:13]([C:15]1C=C[CH:18]=[CH:17][CH:16]=1)=[O:14].CC[O-].[Na+].S(=O)(=O)(O)O. (10) Given the product [CH2:31]([O:30][C:27]([C:4]1[N:3]=[CH:2][C:11]2[C:6]([C:5]=1[OH:19])=[CH:7][CH:8]=[C:9]([O:12][C:13]1[CH:18]=[CH:17][CH:16]=[CH:15][CH:14]=1)[CH:10]=2)=[O:29])[CH2:32][CH2:20][CH3:21], predict the reactants needed to synthesize it. The reactants are: Br[C:2]1[C:11]2[C:6](=[CH:7][CH:8]=[C:9]([O:12][C:13]3[CH:18]=[CH:17][CH:16]=[CH:15][CH:14]=3)[CH:10]=2)[C:5]([OH:19])=[CH:4][N:3]=1.[C:20]([O-])(=O)[CH3:21].[Na+].CO.[C:27]([O:30][CH2:31][CH3:32])(=[O:29])C.